Task: Predict which catalyst facilitates the given reaction.. Dataset: Catalyst prediction with 721,799 reactions and 888 catalyst types from USPTO (1) Reactant: [C:1]([C:4]1[C:5](=[O:34])[N:6]([CH3:33])[C:7]2[C:12]([C:13]=1[NH:14][C:15](=O)[CH3:16])=[CH:11][C:10]([C:18]1[CH:23]=[CH:22][C:21]([Cl:24])=[CH:20][CH:19]=1)=[C:9]([C:25]1[CH:30]=[CH:29][C:28]([Cl:31])=[CH:27][C:26]=1[Cl:32])[N:8]=2)(=O)[CH3:2].[CH2:35]([NH2:42])[C:36]1[CH:41]=[CH:40][CH:39]=[CH:38][CH:37]=1.C(O[BH-](OC(=O)C)OC(=O)C)(=O)C.[Na+].C(O)(=O)C. Product: [CH2:35]([N:42]1[CH:1]([CH3:2])[C:4]2[C:5](=[O:34])[N:6]([CH3:33])[C:7]3[N:8]=[C:9]([C:25]4[CH:30]=[CH:29][C:28]([Cl:31])=[CH:27][C:26]=4[Cl:32])[C:10]([C:18]4[CH:23]=[CH:22][C:21]([Cl:24])=[CH:20][CH:19]=4)=[CH:11][C:12]=3[C:13]=2[N:14]=[C:15]1[CH3:16])[C:36]1[CH:41]=[CH:40][CH:39]=[CH:38][CH:37]=1. The catalyst class is: 279. (2) Reactant: S([O-])(O)(=O)=O.[C:6]1([I+:12][C:13]2[CH:18]=[CH:17][CH:16]=[CH:15][CH:14]=2)[CH:11]=[CH:10][CH:9]=[CH:8][CH:7]=1.[C:19]1([O:25][S:26]([O-:29])(=[O:28])=[O:27])[CH:24]=[CH:23][CH:22]=[CH:21][CH:20]=1.C[N+](C)(C)C. Product: [C:19]1([O:25][S:26]([O-:29])(=[O:28])=[O:27])[CH:20]=[CH:21][CH:22]=[CH:23][CH:24]=1.[C:13]1([I+:12][C:6]2[CH:7]=[CH:8][CH:9]=[CH:10][CH:11]=2)[CH:14]=[CH:15][CH:16]=[CH:17][CH:18]=1. The catalyst class is: 6. (3) Reactant: P(Cl)(Cl)([Cl:3])=O.O=[C:7]1[C:16]2[C:11](=[CH:12][C:13]([O:28][CH3:29])=[C:14]([O:17][CH:18]3[CH2:27][CH2:26][C:21]4([O:25][CH2:24][CH2:23][O:22]4)[CH2:20][CH2:19]3)[CH:15]=2)[N:10]=[CH:9][NH:8]1.C(N(CC)CC)C. Product: [Cl:3][C:7]1[C:16]2[C:11](=[CH:12][C:13]([O:28][CH3:29])=[C:14]([O:17][CH:18]3[CH2:27][CH2:26][C:21]4([O:25][CH2:24][CH2:23][O:22]4)[CH2:20][CH2:19]3)[CH:15]=2)[N:10]=[CH:9][N:8]=1. The catalyst class is: 10. (4) Reactant: [O:1]=[C:2]([CH3:9])[CH2:3][C:4]([O:6][CH2:7][CH3:8])=[O:5].[Br:10]Br.O. Product: [Br:10][CH2:9][C:2](=[O:1])[CH2:3][C:4]([O:6][CH2:7][CH3:8])=[O:5]. The catalyst class is: 15. (5) Reactant: [Cl:1][C:2]1[CH:10]=[CH:9][C:8]([O:11][CH2:12][C:13]2[CH:18]=[CH:17][CH:16]=[CH:15][CH:14]=2)=[C:7]2[C:3]=1[CH2:4][N:5]([C:20]1[CH:25]=[CH:24][C:23]([CH2:26][C:27]([O:29]CC)=[O:28])=[CH:22][CH:21]=1)[C:6]2=[O:19].[OH-].[Na+]. Product: [Cl:1][C:2]1[CH:10]=[CH:9][C:8]([O:11][CH2:12][C:13]2[CH:18]=[CH:17][CH:16]=[CH:15][CH:14]=2)=[C:7]2[C:3]=1[CH2:4][N:5]([C:20]1[CH:21]=[CH:22][C:23]([CH2:26][C:27]([OH:29])=[O:28])=[CH:24][CH:25]=1)[C:6]2=[O:19]. The catalyst class is: 8.